From a dataset of CYP2D6 inhibition data for predicting drug metabolism from PubChem BioAssay. Regression/Classification. Given a drug SMILES string, predict its absorption, distribution, metabolism, or excretion properties. Task type varies by dataset: regression for continuous measurements (e.g., permeability, clearance, half-life) or binary classification for categorical outcomes (e.g., BBB penetration, CYP inhibition). Dataset: cyp2d6_veith. (1) The compound is Nc1nonc1-n1nncc1-c1ccccc1. The result is 0 (non-inhibitor). (2) The molecule is COC(=O)c1[nH]c2cc(OC)ccc2c1NC(=O)c1ccc2c(c1)OCO2. The result is 1 (inhibitor). (3) The molecule is CN(CCC#N)CC(=O)Nc1ccc(NC(=O)CN(C)CCC#N)cc1. The result is 0 (non-inhibitor). (4) The drug is CCOC(=O)C1=C(CSc2nc3ccccc3s2)NC(=O)NC1c1cc(C)ccc1C. The result is 0 (non-inhibitor).